From a dataset of Full USPTO retrosynthesis dataset with 1.9M reactions from patents (1976-2016). Predict the reactants needed to synthesize the given product. (1) Given the product [OH:20][C:17]1[CH:18]=[CH:19][C:14]([S:11]([NH:10][C:4]2[C:5]([O:8][CH3:9])=[N:6][CH:7]=[C:2]([B:22]3[O:26][C:25]([CH3:28])([CH3:27])[C:24]([CH3:30])([CH3:29])[O:23]3)[CH:3]=2)(=[O:13])=[O:12])=[CH:15][C:16]=1[CH3:21], predict the reactants needed to synthesize it. The reactants are: Br[C:2]1[CH:3]=[C:4]([NH:10][S:11]([C:14]2[CH:19]=[CH:18][C:17]([OH:20])=[C:16]([CH3:21])[CH:15]=2)(=[O:13])=[O:12])[C:5]([O:8][CH3:9])=[N:6][CH:7]=1.[B:22]1([B:22]2[O:26][C:25]([CH3:28])([CH3:27])[C:24]([CH3:30])([CH3:29])[O:23]2)[O:26][C:25]([CH3:28])([CH3:27])[C:24]([CH3:30])([CH3:29])[O:23]1.C([O-])(=O)C.[K+]. (2) Given the product [CH3:1][O:2][C:3]([C:5]1[CH:14]=[C:13]2[C:8]([CH:9]([OH:15])[CH2:10][CH2:11][O:12]2)=[CH:7][CH:6]=1)=[O:4], predict the reactants needed to synthesize it. The reactants are: [CH3:1][O:2][C:3]([C:5]1[CH:14]=[C:13]2[C:8]([C:9](=[O:15])[CH2:10][CH2:11][O:12]2)=[CH:7][CH:6]=1)=[O:4].[BH4-].[Na+]. (3) The reactants are: CC1(C)CCCC(C)(C)N1.C(=O)=O.[Li]CCCC.[Cl:19][C:20]1[CH:25]=[N:24][CH:23]=[CH:22][N:21]=1.[N:26]1[C:35]2[C:30](=[CH:31][CH:32]=[C:33]([CH:36]=[O:37])[CH:34]=2)[CH:29]=[CH:28][CH:27]=1.[Li]C1C(Cl)=NC=CN=1. Given the product [Cl:19][C:20]1[C:25]([CH:36]([C:33]2[CH:34]=[C:35]3[C:30]([CH:29]=[CH:28][CH:27]=[N:26]3)=[CH:31][CH:32]=2)[OH:37])=[N:24][CH:23]=[CH:22][N:21]=1, predict the reactants needed to synthesize it. (4) Given the product [C:1]([NH:4][C@H:5]([C@H:11]1[C@H:15]([NH:16][C:17]([NH:26][C:27]([O:29][C:30]([CH3:33])([CH3:31])[CH3:32])=[O:28])=[N:18][C:19]([O:21][C:22]([CH3:23])([CH3:24])[CH3:25])=[O:20])[CH2:14][C@H:13]([C:34]([O:36][CH2:37][C@H:38]2[N:42]([C:43]([O:45][C:46]([CH3:49])([CH3:47])[CH3:48])=[O:44])[C@@H:41]([C:50]3[C:54]4[N:55]=[CH:56][N:57]=[C:58]([NH2:59])[C:53]=4[NH:52][CH:51]=3)[C@@H:40]3[O:62][C:63]([CH3:65])([CH3:66])[O:64][C@H:39]23)=[O:35])[C@H:12]1[OH:67])[CH:6]([CH2:9][CH3:10])[CH2:7][CH3:8])(=[O:3])[CH3:2], predict the reactants needed to synthesize it. The reactants are: [C:1]([NH:4][C@H:5]([C@H:11]1[C@H:15]([NH:16][C:17]([NH:26][C:27]([O:29][C:30]([CH3:33])([CH3:32])[CH3:31])=[O:28])=[N:18][C:19]([O:21][C:22]([CH3:25])([CH3:24])[CH3:23])=[O:20])[CH2:14][C@H:13]([C:34]([O:36][CH2:37][C@H:38]2[N:42]([C:43]([O:45][C:46]([CH3:49])([CH3:48])[CH3:47])=[O:44])[C@@H:41]([C:50]3[C:54]4[N:55]=[CH:56][N:57]=[C:58]([N:59]=[N+]=[N-])[C:53]=4[NH:52][CH:51]=3)[C@@H:40]3[O:62][C:63]([CH3:66])([CH3:65])[O:64][C@H:39]23)=[O:35])[C@H:12]1[OH:67])[CH:6]([CH2:9][CH3:10])[CH2:7][CH3:8])(=[O:3])[CH3:2]. (5) Given the product [NH2:1][C:2]1([CH2:5][C:6]2[CH:11]=[CH:10][C:9]([NH2:12])=[CH:8][CH:7]=2)[CH2:4][CH2:3]1, predict the reactants needed to synthesize it. The reactants are: [NH2:1][C:2]1([CH2:5][C:6]2[CH:11]=[CH:10][C:9]([N:12](CC3C=CC=CC=3)CC3C=CC=CC=3)=[CH:8][CH:7]=2)[CH2:4][CH2:3]1. (6) Given the product [CH2:30]([N:3]1[CH2:8][CH2:7][CH:6]([NH:9][C:10]2[N:15]=[CH:14][C:13](/[CH:16]=[CH:17]/[C:18]([O:20][CH2:21][CH3:22])=[O:19])=[CH:12][C:11]=2[Cl:1])[CH2:5][CH2:4]1)[C:31]1[CH:36]=[CH:35][CH:34]=[CH:33][CH:32]=1, predict the reactants needed to synthesize it. The reactants are: [ClH:1].Cl.[NH:3]1[CH2:8][CH2:7][CH:6]([NH:9][C:10]2[N:15]=[CH:14][C:13](/[CH:16]=[CH:17]/[C:18]([O:20][CH2:21][CH3:22])=[O:19])=[CH:12][CH:11]=2)[CH2:5][CH2:4]1.CCN(CC)CC.[CH:30](=O)[C:31]1[CH:36]=[CH:35][CH:34]=[CH:33][CH:32]=1.[BH4-].[Na+]. (7) Given the product [Br:1][C:2]1[CH:3]=[CH:4][C:5]([N:12]2[CH2:17][CH2:16][CH2:15][CH2:14][CH:13]2[CH2:18][CH2:19][CH2:20][C:21]([OH:23])=[O:22])=[C:6]([CH:7]=[O:8])[CH:9]=1, predict the reactants needed to synthesize it. The reactants are: [Br:1][C:2]1[CH:3]=[CH:4][C:5](F)=[C:6]([CH:9]=1)[CH:7]=[O:8].Cl.[NH:12]1[CH2:17][CH2:16][CH2:15][CH2:14][CH:13]1[CH2:18][CH2:19][CH2:20][C:21]([OH:23])=[O:22].C(=O)([O-])[O-].[Na+].[Na+].Cl. (8) Given the product [NH2:9][C:7]([C:6]1[CH:5]=[C:4]([C:10]2[CH:15]=[CH:14][C:13]([C:16]([OH:19])([CH3:17])[CH3:18])=[CH:12][C:11]=2[F:20])[S:3][C:2]=1[NH:1][C:39]1[N:38]=[C:37]([CH2:36][N:31]([CH2:32][C:33]([OH:35])=[O:34])[C:29]([O:28][CH2:21][C:22]2[CH:27]=[CH:26][CH:25]=[CH:24][CH:23]=2)=[O:30])[CH:42]=[CH:41][CH:40]=1)=[O:8], predict the reactants needed to synthesize it. The reactants are: [NH2:1][C:2]1[S:3][C:4]([C:10]2[CH:15]=[CH:14][C:13]([C:16]([OH:19])([CH3:18])[CH3:17])=[CH:12][C:11]=2[F:20])=[CH:5][C:6]=1[C:7]([NH2:9])=[O:8].[CH2:21]([O:28][C:29]([N:31]([CH2:36][C:37]1[CH:42]=[CH:41][CH:40]=[C:39](Br)[N:38]=1)[CH2:32][C:33]([OH:35])=[O:34])=[O:30])[C:22]1[CH:27]=[CH:26][CH:25]=[CH:24][CH:23]=1. (9) Given the product [Cl:28][C:29]1[CH:34]=[CH:33][C:32]([S:35]([NH:20][CH2:19][CH2:18][CH2:17][N:7]2[C:8]3[CH:16]=[CH:15][CH:14]=[CH:13][C:9]=3[CH2:10][CH2:11][C:12]3[CH:2]=[CH:3][CH:4]=[CH:5][C:6]2=3)(=[O:37])=[O:36])=[CH:31][CH:30]=1, predict the reactants needed to synthesize it. The reactants are: Cl.[CH:2]1[C:12]2[CH2:11][CH2:10][C:9]3[CH:13]=[CH:14][CH:15]=[CH:16][C:8]=3[N:7]([CH2:17][CH2:18][CH2:19][NH2:20])[C:6]=2[CH:5]=[CH:4][CH:3]=1.CCN(CC)CC.[Cl:28][C:29]1[CH:34]=[CH:33][C:32]([S:35](Cl)(=[O:37])=[O:36])=[CH:31][CH:30]=1. (10) Given the product [Cl:1][C:2]1[CH:3]=[C:4]2[C:9](=[CH:10][C:11]=1[C:12]([N:72]1[CH2:73][CH2:74][CH2:75][CH2:76][CH:71]1[CH2:70][N:67]1[CH2:68][CH2:69][N:64]([CH3:63])[CH2:65][CH2:66]1)=[O:13])[N:8]=[CH:7][N:6]=[C:5]2[NH:15][CH:16]([C:18]1[NH:22][C:21]2[CH:23]=[CH:24][C:25]([Cl:27])=[CH:26][C:20]=2[N:19]=1)[CH3:17], predict the reactants needed to synthesize it. The reactants are: [Cl:1][C:2]1[CH:3]=[C:4]2[C:9](=[CH:10][C:11]=1[C:12](O)=[O:13])[N:8]=[CH:7][N:6]=[C:5]2[NH:15][CH:16]([C:18]1[NH:22][C:21]2[CH:23]=[CH:24][C:25]([Cl:27])=[CH:26][C:20]=2[N:19]=1)[CH3:17].FC1C(OC(N(C)C)=[N+](C)C)=C(F)C(F)=C(F)C=1F.F[P-](F)(F)(F)(F)F.C(N(C(C)C)CC)(C)C.[CH3:63][N:64]1[CH2:69][CH2:68][N:67]([CH2:70][CH:71]2[CH2:76][CH2:75][CH2:74][CH2:73][NH:72]2)[CH2:66][CH2:65]1.